Dataset: Catalyst prediction with 721,799 reactions and 888 catalyst types from USPTO. Task: Predict which catalyst facilitates the given reaction. (1) Reactant: [OH-].[Li+].[OH:3][C@H:4]([C@H:9]1[O:14][C:13]([CH3:16])([CH3:15])[CH2:12][N:11]([CH2:17][C:18]2[CH:23]=[CH:22][C:21]([O:24][CH3:25])=[CH:20][CH:19]=2)[C:10]1=[O:26])[C:5]([O:7]C)=[O:6].Cl. Product: [OH:3][C@H:4]([C@H:9]1[O:14][C:13]([CH3:16])([CH3:15])[CH2:12][N:11]([CH2:17][C:18]2[CH:19]=[CH:20][C:21]([O:24][CH3:25])=[CH:22][CH:23]=2)[C:10]1=[O:26])[C:5]([OH:7])=[O:6]. The catalyst class is: 38. (2) Reactant: [Cl:1][C:2]1[C:7]2[CH:8]=[C:9]([C:11]([O:13][CH3:14])=[O:12])[NH:10][C:6]=2[CH:5]=[CH:4][N:3]=1.[H-].[Na+].Br[CH2:18][CH2:19][O:20][C:21]1[CH:26]=[CH:25][C:24]([O:27][C:28]([F:31])([F:30])[F:29])=[CH:23][CH:22]=1. Product: [Cl:1][C:2]1[C:7]2[CH:8]=[C:9]([C:11]([O:13][CH3:14])=[O:12])[N:10]([CH2:18][CH2:19][O:20][C:21]3[CH:22]=[CH:23][C:24]([O:27][C:28]([F:29])([F:30])[F:31])=[CH:25][CH:26]=3)[C:6]=2[CH:5]=[CH:4][N:3]=1. The catalyst class is: 18. (3) Reactant: C(OC([NH:8][CH2:9][CH2:10][CH2:11][C:12]1[N:16]2[C:17]3[CH:41]=[CH:40][C:39]([Cl:42])=[CH:38][C:18]=3[CH:19]([C:28]3[CH:33]=[CH:32][CH:31]=[C:30]([O:34][CH3:35])[C:29]=3[O:36][CH3:37])[O:20][CH:21]([CH2:22][C:23]([O:25]CC)=[O:24])[C:15]2=[N:14][N:13]=1)=O)(C)(C)C.Cl. Product: [NH2:8][CH2:9][CH2:10][CH2:11][C:12]1[N:16]2[C:17]3[CH:41]=[CH:40][C:39]([Cl:42])=[CH:38][C:18]=3[CH:19]([C:28]3[CH:33]=[CH:32][CH:31]=[C:30]([O:34][CH3:35])[C:29]=3[O:36][CH3:37])[O:20][CH:21]([CH2:22][C:23]([OH:25])=[O:24])[C:15]2=[N:14][N:13]=1. The catalyst class is: 12. (4) The catalyst class is: 9. Reactant: [Cl:1][C:2]1[N:10]=[C:9]2[C:5]([N:6]=[CH:7][NH:8]2)=[C:4]([NH:11][C:12]2[CH:17]=[CH:16][C:15]([Cl:18])=[CH:14][CH:13]=2)[N:3]=1.C(=O)([O-])[O-].[K+].[K+].[CH2:25](I)[CH3:26]. Product: [Cl:1][C:2]1[N:10]=[C:9]2[C:5]([N:6]=[CH:7][N:8]2[CH2:25][CH3:26])=[C:4]([NH:11][C:12]2[CH:13]=[CH:14][C:15]([Cl:18])=[CH:16][CH:17]=2)[N:3]=1. (5) Reactant: C([O:4][CH2:5][CH2:6][CH2:7][C:8]1[CH:13]=[C:12]([C:14](=[O:38])[CH2:15][CH2:16][C:17]([NH:19][C:20]2[S:21][C:22]([CH2:31][C:32]3[CH:37]=[CH:36][CH:35]=[CH:34][CH:33]=3)=[C:23]([C:25]3[CH:30]=[CH:29][CH:28]=[CH:27][CH:26]=3)[CH:24]=2)=[O:18])[CH:11]=[CH:10][C:9]=1[O:39][CH3:40])(=O)C.CO.[OH-].[Na+]. Product: [CH2:31]([C:22]1[S:21][C:20]([NH:19][C:17](=[O:18])[CH2:16][CH2:15][C:14]([C:12]2[CH:11]=[CH:10][C:9]([O:39][CH3:40])=[C:8]([CH2:7][CH2:6][CH2:5][OH:4])[CH:13]=2)=[O:38])=[CH:24][C:23]=1[C:25]1[CH:26]=[CH:27][CH:28]=[CH:29][CH:30]=1)[C:32]1[CH:37]=[CH:36][CH:35]=[CH:34][CH:33]=1. The catalyst class is: 1.